This data is from Forward reaction prediction with 1.9M reactions from USPTO patents (1976-2016). The task is: Predict the product of the given reaction. (1) Given the reactants [OH:1][C:2]1[C:10]([N+:11]([O-:13])=[O:12])=[CH:9][CH:8]=[CH:7][C:3]=1[C:4]([OH:6])=[O:5].[CH2:14](Br)[C:15]1[CH:20]=[CH:19][CH:18]=[CH:17][CH:16]=1.C(=O)([O-])[O-].[K+].[K+].O, predict the reaction product. The product is: [CH2:14]([O:1][C:2]1[C:10]([N+:11]([O-:13])=[O:12])=[CH:9][CH:8]=[CH:7][C:3]=1[C:4]([OH:6])=[O:5])[C:15]1[CH:20]=[CH:19][CH:18]=[CH:17][CH:16]=1. (2) Given the reactants [C:1]([NH:9][C:10]1[CH:15]=[CH:14][C:13]([C:16]2[CH:24]=[C:23]3[C:19]([CH2:20][N:21]([C@@H:26]([CH:31]([CH3:33])[CH3:32])[C:27]([O:29][CH3:30])=[O:28])[C:22]3=[O:25])=[CH:18][CH:17]=2)=[CH:12][CH:11]=1)(=[O:8])[C:2]1[CH:7]=C[CH:5]=[CH:4][CH:3]=1.[NH2:34]C1C=CC(C2C=C3C(CN([C@@H](C(C)C)C(OC)=O)C3=O)=CC=2)=CC=1.C(Cl)(=O)C1C=CC=NC=1, predict the reaction product. The product is: [CH3:32][CH:31]([CH3:33])[C@H:26]([N:21]1[CH2:20][C:19]2[C:23](=[CH:24][C:16]([C:13]3[CH:12]=[CH:11][C:10]([NH:9][C:1](=[O:8])[C:2]4[CH:3]=[CH:4][CH:5]=[N:34][CH:7]=4)=[CH:15][CH:14]=3)=[CH:17][CH:18]=2)[C:22]1=[O:25])[C:27]([O:29][CH3:30])=[O:28]. (3) Given the reactants N1([C:6]2[CH:7]=[C:8]([CH:14]=C[CH:16]=2)[C:9]([O:11][CH2:12][CH3:13])=[O:10])CC=CC1.[OH2:17].[CH3:18][N+:19]1([O-])[CH2:24][CH2:23][O:22][CH2:21][CH2:20]1, predict the reaction product. The product is: [OH:22][CH:23]1[CH:21]([OH:17])[CH2:20][N:19]([C:18]2[CH:14]=[C:8]([CH:7]=[CH:6][CH:16]=2)[C:9]([O:11][CH2:12][CH3:13])=[O:10])[CH2:24]1. (4) Given the reactants Cl.[NH2:2][C@H:3]1[CH2:7][CH2:6][CH2:5][C@@H:4]1[NH:8][C:9](=[O:20])[C:10]1[C:15]([O:16][CH3:17])=[CH:14][CH:13]=[CH:12][C:11]=1[O:18][CH3:19].C1C=CC(P(C2C(C3C(P(C4C=CC=CC=4)C4C=CC=CC=4)=CC=C4C=3C=CC=C4)=C3C(C=CC=C3)=CC=2)C2C=CC=CC=2)=CC=1.C(=O)([O-])[O-].[Cs+].[Cs+].Cl[C:74]1[CH:83]=[N:82][C:81]2[C:76](=[CH:77][CH:78]=[CH:79][CH:80]=2)[N:75]=1, predict the reaction product. The product is: [CH3:17][O:16][C:15]1[CH:14]=[CH:13][CH:12]=[C:11]([O:18][CH3:19])[C:10]=1[C:9]([NH:8][C@H:4]1[CH2:5][CH2:6][CH2:7][C@@H:3]1[NH:2][C:74]1[CH:83]=[N:82][C:81]2[C:76](=[CH:77][CH:78]=[CH:79][CH:80]=2)[N:75]=1)=[O:20].